Dataset: Forward reaction prediction with 1.9M reactions from USPTO patents (1976-2016). Task: Predict the product of the given reaction. Given the reactants [CH3:1][C:2]1([CH3:30])[O:7][C:6]2[CH:8]=[CH:9][C:10]([C@H:12]3[O:16][C:15](=[O:17])[N:14]([CH2:18][CH2:19][C:20]4[CH:25]=[CH:24][C:23]([O:26][CH2:27][CH2:28][OH:29])=[CH:22][CH:21]=4)[CH2:13]3)=[CH:11][C:5]=2[CH2:4][O:3]1.[H-].[Na+].[N+:33]([C:36]1[CH:37]=[C:38]([CH:41]=[CH:42][CH:43]=1)[CH2:39]Br)([O-:35])=[O:34], predict the reaction product. The product is: [CH3:1][C:2]1([CH3:30])[O:7][C:6]2[CH:8]=[CH:9][C:10]([C@H:12]3[O:16][C:15](=[O:17])[N:14]([CH2:18][CH2:19][C:20]4[CH:21]=[CH:22][C:23]([O:26][CH2:27][CH2:28][O:29][CH2:39][C:38]5[CH:41]=[CH:42][CH:43]=[C:36]([N+:33]([O-:35])=[O:34])[CH:37]=5)=[CH:24][CH:25]=4)[CH2:13]3)=[CH:11][C:5]=2[CH2:4][O:3]1.